This data is from Reaction yield outcomes from USPTO patents with 853,638 reactions. The task is: Predict the reaction yield, written as a fraction of the theoretical maximum amount of product (1.0 means a 100% yield; for example, 0.34 means a 34% yield). (1) The reactants are [CH3:1][C:2]1[CH:8]=[CH:7][C:6]([CH3:9])=[CH:5][C:3]=1[NH2:4].[C:10](OC(=O)C)(=[O:12])[CH3:11].CO. The product is [CH3:9][C:6]1[CH:7]=[CH:8][C:2]([CH3:1])=[C:3]([NH:4][C:10]([CH3:11])=[O:12])[CH:5]=1. The yield is 0.990. The catalyst is O1CCCC1. (2) The yield is 0.880. The reactants are [F:1][C:2]1[CH:7]=[C:6]([O:8][CH2:9][C:10]2[CH:15]=[CH:14][C:13]([CH:16]([S:20]([C:23]3[S:24][CH:25]=[C:26]([C:28]4[CH:33]=[CH:32][CH:31]=[CH:30][CH:29]=4)[N:27]=3)(=[O:22])=[O:21])[CH2:17][CH2:18][CH3:19])=[CH:12][CH:11]=2)[CH:5]=[CH:4][C:3]=1[CH2:34][CH2:35][C:36]([O:38]CC)=[O:37].[OH-].[Na+].O.C(O)(=O)CC(CC(O)=O)(C(O)=O)O. The catalyst is C(O)C.O1CCCC1. The product is [F:1][C:2]1[CH:7]=[C:6]([O:8][CH2:9][C:10]2[CH:11]=[CH:12][C:13]([CH:16]([S:20]([C:23]3[S:24][CH:25]=[C:26]([C:28]4[CH:29]=[CH:30][CH:31]=[CH:32][CH:33]=4)[N:27]=3)(=[O:22])=[O:21])[CH2:17][CH2:18][CH3:19])=[CH:14][CH:15]=2)[CH:5]=[CH:4][C:3]=1[CH2:34][CH2:35][C:36]([OH:38])=[O:37]. (3) The reactants are CS[C:3]1[N:8]=[CH:7][C:6]([C:9]([OH:11])=O)=[CH:5][N:4]=1.[NH2:12][C:13]1[CH:14]=[C:15]([CH:22]=[CH:23][C:24]=1[CH3:25])[C:16]([NH:18][CH:19]1[CH2:21][CH2:20]1)=[O:17].CN(C(ON1N=N[C:36]2[CH:37]=[CH:38][CH:39]=[N:40][C:35]1=2)=[N+](C)C)C.F[P-](F)(F)(F)(F)F.CCN(C(C)C)C(C)C.[C:59](=O)(O)[O-:60].[Na+]. The catalyst is CN(C=O)C. The product is [CH:19]1([NH:18][C:16]([C:15]2[CH:22]=[CH:23][C:24]([CH3:25])=[C:13]([NH:12][C:9]([C:6]3[CH:7]=[N:8][C:3]([O:60][CH2:59][C:35]4[CH:36]=[CH:37][CH:38]=[CH:39][N:40]=4)=[N:4][CH:5]=3)=[O:11])[CH:14]=2)=[O:17])[CH2:20][CH2:21]1. The yield is 1.00. (4) The reactants are [CH3:1][O:2][C:3]1[CH:4]=[C:5]2[C:10](=[CH:11][CH:12]=1)[NH:9][C:8](=O)[C:7]([C:14]([F:17])([F:16])[F:15])=[CH:6]2.O=P(Cl)(Cl)[Cl:20]. No catalyst specified. The product is [Cl:20][C:8]1[C:7]([C:14]([F:17])([F:16])[F:15])=[CH:6][C:5]2[C:10](=[CH:11][CH:12]=[C:3]([O:2][CH3:1])[CH:4]=2)[N:9]=1. The yield is 0.940. (5) The reactants are Br[C:2]1[CH:8]=[C:7]([N+:9]([O-:11])=[O:10])[CH:6]=[CH:5][C:3]=1[NH2:4].[CH2:12]1[CH2:14][CH2:13]1.[CH2:15](N(CC)CC)[CH3:16]. The catalyst is [Cu]I. The yield is 0.230. The product is [CH:12]1([C:15]#[C:16][C:2]2[CH:8]=[C:7]([N+:9]([O-:11])=[O:10])[CH:6]=[CH:5][C:3]=2[NH2:4])[CH2:14][CH2:13]1. (6) The reactants are [Si]([O:8][CH2:9][CH:10]([CH2:28][O:29][Si](C(C)(C)C)(C)C)[CH2:11][O:12][C:13]1[CH:20]=[C:19]([O:21][CH3:22])[C:18]([C:23]2[S:24][CH:25]=[CH:26][CH:27]=2)=[CH:17][C:14]=1[CH:15]=[O:16])(C(C)(C)C)(C)C.[F-].C([N+](CCCC)(CCCC)CCCC)CCC. The yield is 0.990. The catalyst is O1CCCC1.C(OCC)(=O)C. The product is [OH:8][CH2:9][CH:10]([CH2:28][OH:29])[CH2:11][O:12][C:13]1[CH:20]=[C:19]([O:21][CH3:22])[C:18]([C:23]2[S:24][CH:25]=[CH:26][CH:27]=2)=[CH:17][C:14]=1[CH:15]=[O:16]. (7) The reactants are [C:1]([CH2:14][C:15]([CH2:18][C:19]([CH2:22][CH2:23]I)([F:21])[F:20])([F:17])[F:16])([C:4]([C:7]([C:10]([F:13])([F:12])[F:11])([F:9])[F:8])([F:6])[F:5])([F:3])[F:2].CNC=[O:28].O. The catalyst is CCOCC. The product is [C:1]([CH2:14][C:15]([CH2:18][C:19]([CH2:22][CH2:23][OH:28])([F:21])[F:20])([F:17])[F:16])([C:4]([C:7]([C:10]([F:13])([F:12])[F:11])([F:9])[F:8])([F:6])[F:5])([F:3])[F:2]. The yield is 0.830.